From a dataset of Full USPTO retrosynthesis dataset with 1.9M reactions from patents (1976-2016). Predict the reactants needed to synthesize the given product. Given the product [Cl-:35].[Br:18][C:19]1[CH:24]=[CH:23][C:22]([CH:25]([NH3+:31])[CH2:26][OH:27])=[C:21]([CH3:34])[CH:20]=1, predict the reactants needed to synthesize it. The reactants are: [BH4-].[Na+].FC(F)(F)C(O)=O.FC(F)(F)C(O[BH3-])=O.[Br:18][C:19]1[CH:24]=[CH:23][C:22]([C:25](=[N:31]OC)[C:26](OCC)=[O:27])=[C:21]([CH3:34])[CH:20]=1.[ClH:35].[OH-].[Na+].